Dataset: Full USPTO retrosynthesis dataset with 1.9M reactions from patents (1976-2016). Task: Predict the reactants needed to synthesize the given product. (1) Given the product [Br:1][C:2]1[CH:3]=[C:4]([NH:8][C@H:9]([C:12]2[CH:17]=[CH:16][CH:15]=[CH:14][CH:13]=2)[CH2:10][N:22]2[C:18](=[O:28])[C:19]3[C:20](=[CH:24][CH:25]=[CH:26][CH:27]=3)[C:21]2=[O:23])[CH:5]=[N:6][CH:7]=1, predict the reactants needed to synthesize it. The reactants are: [Br:1][C:2]1[CH:3]=[C:4]([NH:8][C@H:9]([C:12]2[CH:17]=[CH:16][CH:15]=[CH:14][CH:13]=2)[CH2:10]O)[CH:5]=[N:6][CH:7]=1.[C:18]1(=[O:28])[NH:22][C:21](=[O:23])[C:20]2=[CH:24][CH:25]=[CH:26][CH:27]=[C:19]12.C1(P(C2C=CC=CC=2)C2C=CC=CC=2)C=CC=CC=1.N(C(OCC)=O)=NC(OCC)=O. (2) Given the product [Cl:20][C:5]1[C:6]([NH:9][C@@H:10]2[C@@H:15]3[CH2:16][C@@H:12]([CH:13]=[CH:14]3)[C@@H:11]2[C:17]([NH2:19])=[O:18])=[C:7]2[N:8]=[C:25]([C:24]3[CH:27]=[CH:28][CH:29]=[C:22]([Cl:21])[CH:23]=3)[NH:1][C:2]2=[N:3][CH:4]=1, predict the reactants needed to synthesize it. The reactants are: [NH2:1][C:2]1[C:7]([NH2:8])=[C:6]([NH:9][C@@H:10]2[C@@H:15]3[CH2:16][C@@H:12]([CH:13]=[CH:14]3)[C@@H:11]2[C:17]([NH2:19])=[O:18])[C:5]([Cl:20])=[CH:4][N:3]=1.[Cl:21][C:22]1[CH:23]=[C:24]([CH:27]=[CH:28][CH:29]=1)[CH:25]=O.C([O-])(=O)C.[NH4+].